This data is from Forward reaction prediction with 1.9M reactions from USPTO patents (1976-2016). The task is: Predict the product of the given reaction. (1) Given the reactants [C:1]([O:7][CH2:8][CH2:9][C@@H:10]1[O:41][C@@H:14]2[C@@H:15]([OH:40])[C@@H:16]3[O:21][C@H:20]([CH2:22][CH:23]4[CH2:27][O:26][C:25]([CH3:29])([CH3:28])[O:24]4)[C@H:19]([O:30][Si:31]([CH:37]([CH3:39])[CH3:38])([CH:34]([CH3:36])[CH3:35])[O:32][CH3:33])[C@@H:17]3[O:18][C@H:13]2[CH2:12][CH2:11]1)(=[O:6])[C:2]([CH3:5])([CH3:4])[CH3:3].C(=O)(O)[O-].[Na+].CC(OI1(OC(C)=O)(OC(C)=O)OC(=O)C2C=CC=CC1=2)=O.CC(OC)(C)C.O.S([O-])([O-])(=O)=S.[Na+].[Na+], predict the reaction product. The product is: [C:1]([O:7][CH2:8][CH2:9][C@@H:10]1[O:41][C@@H:14]2[C:15](=[O:40])[C@@H:16]3[O:21][C@H:20]([CH2:22][CH:23]4[CH2:27][O:26][C:25]([CH3:28])([CH3:29])[O:24]4)[C@H:19]([O:30][Si:31]([CH:37]([CH3:39])[CH3:38])([CH:34]([CH3:35])[CH3:36])[O:32][CH3:33])[C@@H:17]3[O:18][C@H:13]2[CH2:12][CH2:11]1)(=[O:6])[C:2]([CH3:3])([CH3:4])[CH3:5]. (2) Given the reactants CC(C[AlH]CC(C)C)C.[S:10]1[C:18]2[CH2:17][CH2:16][N:15]([C:19]([O:21][C:22]([CH3:25])([CH3:24])[CH3:23])=[O:20])[CH2:14][C:13]=2[CH:12]=[C:11]1[C:26](OC)=[O:27].CO.[Cl-].[Na+], predict the reaction product. The product is: [OH:27][CH2:26][C:11]1[S:10][C:18]2[CH2:17][CH2:16][N:15]([C:19]([O:21][C:22]([CH3:25])([CH3:24])[CH3:23])=[O:20])[CH2:14][C:13]=2[CH:12]=1. (3) Given the reactants [Cl:1][C:2]1[CH:3]=[C:4](B(O)O)[CH:5]=[C:6]([Cl:8])[CH:7]=1.Br[C:13]([C:15]([F:18])([F:17])[F:16])=[CH2:14].C(=O)([O-])[O-].[K+].[K+], predict the reaction product. The product is: [Cl:1][C:2]1[CH:3]=[C:4]([C:13]([C:15]([F:18])([F:17])[F:16])=[CH2:14])[CH:5]=[C:6]([Cl:8])[CH:7]=1. (4) Given the reactants [CH2:1]([NH:3][C:4]([NH:6][C:7]1[CH:12]=[CH:11][C:10]([C:13]2[N:14]=[C:15]([N:23]3[CH2:28][CH2:27][O:26][CH2:25][C@@H:24]3[CH3:29])[C:16]3[CH2:22][CH2:21][NH:20][CH2:19][C:17]=3[N:18]=2)=[CH:9][CH:8]=1)=[O:5])[CH3:2].[CH3:30][C:31]([CH3:33])=[O:32], predict the reaction product. The product is: [CH:27]([OH:26])=[O:32].[CH2:1]([NH:3][C:4]([NH:6][C:7]1[CH:8]=[CH:9][C:10]([C:13]2[N:14]=[C:15]([N:23]3[CH2:28][CH2:27][O:26][CH2:25][C@@H:24]3[CH3:29])[C:16]3[CH2:22][CH2:21][N:20]([CH:31]([CH3:33])[CH3:30])[CH2:19][C:17]=3[N:18]=2)=[CH:11][CH:12]=1)=[O:5])[CH3:2]. (5) Given the reactants [CH2:1]([C:8]1[CH:9]=[N:10][C:11]2[C:16]([C:17]=1[C:18]1[CH:19]=[C:20]([OH:24])[CH:21]=[CH:22][CH:23]=1)=[CH:15][CH:14]=[CH:13][C:12]=2[C:25]([F:28])([F:27])[F:26])[C:2]1[CH:7]=[CH:6][CH:5]=[CH:4][CH:3]=1.C1(O)C=CC=CC=1.C([O:38][C:39](=[O:50])[CH2:40][C:41]1[CH:46]=[CH:45][C:44]([CH:47](O)[CH3:48])=[CH:43][CH:42]=1)C, predict the reaction product. The product is: [CH2:1]([C:8]1[CH:9]=[N:10][C:11]2[C:16]([C:17]=1[C:18]1[CH:19]=[C:20]([CH:21]=[CH:22][CH:23]=1)[O:24][C@@H:47]([C:44]1[CH:45]=[CH:46][C:41]([CH2:40][C:39]([OH:50])=[O:38])=[CH:42][CH:43]=1)[CH3:48])=[CH:15][CH:14]=[CH:13][C:12]=2[C:25]([F:28])([F:26])[F:27])[C:2]1[CH:3]=[CH:4][CH:5]=[CH:6][CH:7]=1. (6) Given the reactants Cl[CH2:2][C:3]1[N:4]=[C:5]([C:9]2[CH:10]=[CH:11][C:12]([CH3:19])=[C:13]([CH:18]=2)[C:14]([O:16][CH3:17])=[O:15])[O:6][C:7]=1[CH3:8].[O:20]=[CH:21][C:22]1[CH:30]=[CH:29][C:27]([OH:28])=[C:24]([O:25][CH3:26])[CH:23]=1.C(=O)([O-])[O-].[K+].[K+].CN(C)C=O, predict the reaction product. The product is: [CH:21]([C:22]1[CH:30]=[CH:29][C:27]([O:28][CH2:2][C:3]2[N:4]=[C:5]([C:9]3[CH:10]=[CH:11][C:12]([CH3:19])=[C:13]([CH:18]=3)[C:14]([O:16][CH3:17])=[O:15])[O:6][C:7]=2[CH3:8])=[C:24]([O:25][CH3:26])[CH:23]=1)=[O:20].